From a dataset of Catalyst prediction with 721,799 reactions and 888 catalyst types from USPTO. Predict which catalyst facilitates the given reaction. (1) Reactant: [Cl:1]N1C(=O)CCC1=O.CN(C)C=O.[CH:14](=[N:21][OH:22])[C:15]1[CH:20]=[CH:19][CH:18]=[CH:17][CH:16]=1. Product: [Cl:1][C:16]1[CH:17]=[CH:18][CH:19]=[CH:20][C:15]=1[CH:14]=[N:21][OH:22]. The catalyst class is: 6. (2) Reactant: [CH2:1]([OH:8])[C:2]1[CH:7]=[CH:6][CH:5]=[CH:4][CH:3]=1.C1(C=CC(O)=CC=1)[OH:10].[N:17]1[CH:22]=[CH:21]C=C[CH:18]=1. Product: [C:2]1([CH2:1][O:8][C:18]([NH:17][CH:22]=[CH2:21])=[O:10])[CH:7]=[CH:6][CH:5]=[CH:4][CH:3]=1. The catalyst class is: 11. (3) Reactant: [C:1]([O:5][C:6]([NH:8][C@H:9]([C:35]([O:37][CH3:38])=[O:36])[CH2:10][C:11]1[CH:16]=[CH:15][C:14]([CH:17]=[CH:18][CH2:19][C:20]2[CH:25]=[CH:24][CH:23]=[C:22]([N:26]([C:28]([O:30][C:31]([CH3:34])([CH3:33])[CH3:32])=[O:29])[CH3:27])[N:21]=2)=[CH:13][CH:12]=1)=[O:7])([CH3:4])([CH3:3])[CH3:2]. Product: [C:1]([O:5][C:6]([NH:8][C@H:9]([C:35]([O:37][CH3:38])=[O:36])[CH2:10][C:11]1[CH:16]=[CH:15][C:14]([CH2:17][CH2:18][CH2:19][C:20]2[CH:25]=[CH:24][CH:23]=[C:22]([N:26]([C:28]([O:30][C:31]([CH3:33])([CH3:32])[CH3:34])=[O:29])[CH3:27])[N:21]=2)=[CH:13][CH:12]=1)=[O:7])([CH3:4])([CH3:2])[CH3:3]. The catalyst class is: 29. (4) Reactant: [N+](C1C=CC(COC([N:12]2[CH2:16][CH2:15][C@H:14]([NH:17][C:18]([C:20]3[N:21]=[C:22]([N:25]4[CH2:28][CH:27]([S:29][C:30]5[C@H:31]([CH3:54])[C@@H:32]6[C@@H:49]([C@H:50]([OH:52])[CH3:51])[C:48](=[O:53])[N:33]6[C:34]=5[C:35]([O:37]CC5C=CC([N+]([O-])=O)=CC=5)=[O:36])[CH2:26]4)[O:23][CH:24]=3)=[O:19])[CH2:13]2)=O)=CC=1)([O-])=O. Product: [NH:12]1[CH2:16][CH2:15][C@H:14]([NH:17][C:18]([C:20]2[N:21]=[C:22]([N:25]3[CH2:28][CH:27]([S:29][C:30]4[C@H:31]([CH3:54])[C@@H:32]5[C@@H:49]([C@H:50]([OH:52])[CH3:51])[C:48](=[O:53])[N:33]5[C:34]=4[C:35]([OH:37])=[O:36])[CH2:26]3)[O:23][CH:24]=2)=[O:19])[CH2:13]1. The catalyst class is: 7. (5) Reactant: [C:1]1([C:7]2[C:16]([NH:17][C@H:18]([C:20]3[CH:25]=[CH:24][CH:23]=[CH:22][CH:21]=3)[CH3:19])=[N:15][C:14]3[C:9](=[CH:10][CH:11]=[C:12]([C:26]([O:28]C)=[O:27])[CH:13]=3)[N:8]=2)[CH:6]=[CH:5][CH:4]=[CH:3][CH:2]=1.[H-].[Na+].[CH3:32]I.Cl. Product: [CH3:32][N:17]([C@H:18]([C:20]1[CH:25]=[CH:24][CH:23]=[CH:22][CH:21]=1)[CH3:19])[C:16]1[C:7]([C:1]2[CH:2]=[CH:3][CH:4]=[CH:5][CH:6]=2)=[N:8][C:9]2[C:14]([N:15]=1)=[CH:13][C:12]([C:26]([OH:28])=[O:27])=[CH:11][CH:10]=2. The catalyst class is: 1.